This data is from Forward reaction prediction with 1.9M reactions from USPTO patents (1976-2016). The task is: Predict the product of the given reaction. (1) Given the reactants Cl[C:2]1[N:7]=[C:6]([Cl:8])[N:5]=[C:4]([C:9]2[CH:14]=[C:13]([Cl:15])[CH:12]=[CH:11][C:10]=2[CH3:16])[N:3]=1.[NH2:17][C:18]1[CH:19]=[C:20]2[C:24](=[CH:25][CH:26]=1)[NH:23][N:22]=[CH:21]2, predict the reaction product. The product is: [Cl:8][C:6]1[N:5]=[C:4]([C:9]2[CH:14]=[C:13]([Cl:15])[CH:12]=[CH:11][C:10]=2[CH3:16])[N:3]=[C:2]([NH:17][C:18]2[CH:19]=[C:20]3[C:24](=[CH:25][CH:26]=2)[NH:23][N:22]=[CH:21]3)[N:7]=1. (2) Given the reactants [F:1][C:2]([F:52])([F:51])[C:3]1[CH:4]=[C:5]([CH:44]=[C:45]([C:47]([F:50])([F:49])[F:48])[CH:46]=1)[CH2:6][N:7]([CH2:25][C:26]1[CH:31]=[C:30]([OH:32])[CH:29]=[CH:28][C:27]=1[C:33]1[CH:38]=[C:37]([CH:39]([CH3:41])[CH3:40])[CH:36]=[CH:35][C:34]=1[O:42][CH3:43])[C:8]1[N:13]=[CH:12][C:11]([O:14][CH2:15][CH2:16][CH2:17][C:18]([O:20][C:21]([CH3:24])([CH3:23])[CH3:22])=[O:19])=[CH:10][N:9]=1.C(=O)([O-])[O-].[K+].[K+].I[CH2:60][CH3:61].C(OCC)(=O)C, predict the reaction product. The product is: [F:52][C:2]([F:1])([F:51])[C:3]1[CH:4]=[C:5]([CH:44]=[C:45]([C:47]([F:48])([F:49])[F:50])[CH:46]=1)[CH2:6][N:7]([CH2:25][C:26]1[CH:31]=[C:30]([O:32][CH2:60][CH3:61])[CH:29]=[CH:28][C:27]=1[C:33]1[CH:38]=[C:37]([CH:39]([CH3:41])[CH3:40])[CH:36]=[CH:35][C:34]=1[O:42][CH3:43])[C:8]1[N:9]=[CH:10][C:11]([O:14][CH2:15][CH2:16][CH2:17][C:18]([O:20][C:21]([CH3:22])([CH3:24])[CH3:23])=[O:19])=[CH:12][N:13]=1. (3) The product is: [NH2:1][C:2]1[CH:3]=[C:4]([CH:5]=[CH:6][C:7]=1[F:8])[O:9][C:11]1[CH:16]=[CH:15][N:14]=[C:13]([NH2:17])[N:12]=1. Given the reactants [NH2:1][C:2]1[CH:3]=[C:4]([OH:9])[CH:5]=[CH:6][C:7]=1[F:8].Cl[C:11]1[CH:16]=[CH:15][N:14]=[C:13]([NH2:17])[N:12]=1, predict the reaction product. (4) Given the reactants [CH:1]([NH:3][C:4]1[CH:5]=[C:6]([CH:11]([OH:39])[CH2:12][NH:13][CH2:14][CH2:15][O:16][C:17]2[CH:22]=[CH:21][C:20]([C:23]3[CH:28]=[CH:27][C:26]([C:29]([O:31]CC4C=CC=CC=4)=[O:30])=[CH:25][CH:24]=3)=[CH:19][CH:18]=2)[CH:7]=[CH:8][C:9]=1[OH:10])=[O:2], predict the reaction product. The product is: [CH:1]([NH:3][C:4]1[CH:5]=[C:6]([CH:11]([OH:39])[CH2:12][NH:13][CH2:14][CH2:15][O:16][C:17]2[CH:22]=[CH:21][C:20]([C:23]3[CH:24]=[CH:25][C:26]([C:29]([OH:31])=[O:30])=[CH:27][CH:28]=3)=[CH:19][CH:18]=2)[CH:7]=[CH:8][C:9]=1[OH:10])=[O:2]. (5) Given the reactants [C:1]([N:8]1[C:16]2[CH:15]=[C:14]([O:17][C:18]3[CH:23]=[CH:22][C:21]([F:24])=[CH:20][C:19]=3[F:25])[N:13]=[CH:12][C:11]=2[C:10](I)=[N:9]1)([O:3][C:4]([CH3:7])([CH3:6])[CH3:5])=[O:2].[Cl:27][C:28]1[CH:33]=[CH:32][CH:31]=[CH:30][C:29]=1B(O)O.C(=O)([O-])[O-].[Na+].[Na+], predict the reaction product. The product is: [Cl:27][C:28]1[CH:33]=[CH:32][CH:31]=[CH:30][C:29]=1[C:10]1[C:11]2[CH:12]=[N:13][C:14]([O:17][C:18]3[CH:23]=[CH:22][C:21]([F:24])=[CH:20][C:19]=3[F:25])=[CH:15][C:16]=2[N:8]([C:1]([O:3][C:4]([CH3:7])([CH3:6])[CH3:5])=[O:2])[N:9]=1. (6) The product is: [C:1]([C:3]1[CH:11]=[C:10]2[C:6]([CH:7]=[CH:8][N:9]2[CH2:19][C:20]([O:22][C:23]([CH3:26])([CH3:25])[CH3:24])=[O:21])=[CH:5][CH:4]=1)#[N:2]. Given the reactants [C:1]([C:3]1[CH:11]=[C:10]2[C:6]([CH:7]=[CH:8][NH:9]2)=[CH:5][CH:4]=1)#[N:2].C(=O)([O-])[O-].[Cs+].[Cs+].Br[CH2:19][C:20]([O:22][C:23]([CH3:26])([CH3:25])[CH3:24])=[O:21], predict the reaction product.